From a dataset of Reaction yield outcomes from USPTO patents with 853,638 reactions. Predict the reaction yield, written as a fraction of the theoretical maximum amount of product (1.0 means a 100% yield; for example, 0.34 means a 34% yield). (1) The reactants are [Cl:1][C:2]1[CH:7]=[C:6]([Cl:8])[CH:5]=[CH:4][C:3]=1[C@H:9]([N:11]1[C:19]2[C:14](=[CH:15][CH:16]=[C:17]([N:20]3[CH2:25][CH2:24][NH:23][C@H:22]([CH2:26][OH:27])[CH2:21]3)[CH:18]=2)[CH:13]=[N:12]1)[CH3:10].C(OC([N:35]1[CH2:39][CH2:38][CH2:37][C@@H:36]1[C:40](O)=[O:41])=O)(C)(C)C.CN(C(ON1N=NC2C=CC=NC1=2)=[N+](C)C)C.F[P-](F)(F)(F)(F)F.CCN(C(C)C)C(C)C. The catalyst is ClCCl. The product is [Cl:1][C:2]1[CH:7]=[C:6]([Cl:8])[CH:5]=[CH:4][C:3]=1[C@H:9]([N:11]1[C:19]2[C:14](=[CH:15][CH:16]=[C:17]([N:20]3[CH2:25][CH2:24][N:23]([C:40]([C@H:36]4[CH2:37][CH2:38][CH2:39][NH:35]4)=[O:41])[C@H:22]([CH2:26][OH:27])[CH2:21]3)[CH:18]=2)[CH:13]=[N:12]1)[CH3:10]. The yield is 0.300. (2) The reactants are [CH3:1][O:2][C:3]1[CH:16]=[CH:15][CH:14]=[CH:13][C:4]=1/[N:5]=[CH:6]/[C:7]1[CH:12]=[CH:11][CH:10]=[CH:9][CH:8]=1.[CH2:17]([Mg]Cl)[C:18]1[CH:23]=[CH:22][CH:21]=[CH:20][CH:19]=1.O. The catalyst is C1COCC1. The product is [C:7]1([CH:6]([NH:5][C:4]2[CH:13]=[CH:14][CH:15]=[CH:16][C:3]=2[O:2][CH3:1])[CH2:17][C:18]2[CH:23]=[CH:22][CH:21]=[CH:20][CH:19]=2)[CH:12]=[CH:11][CH:10]=[CH:9][CH:8]=1. The yield is 0.960.